Dataset: Peptide-MHC class I binding affinity with 185,985 pairs from IEDB/IMGT. Task: Regression. Given a peptide amino acid sequence and an MHC pseudo amino acid sequence, predict their binding affinity value. This is MHC class I binding data. (1) The peptide sequence is QRLSATLQRIR. The MHC is Mamu-B03 with pseudo-sequence Mamu-B03. The binding affinity (normalized) is 0.0846. (2) The peptide sequence is LLGTFTWTL. The MHC is HLA-A02:03 with pseudo-sequence HLA-A02:03. The binding affinity (normalized) is 0.737. (3) The peptide sequence is FYRNISDPL. The MHC is HLA-A02:03 with pseudo-sequence HLA-A02:03. The binding affinity (normalized) is 0.0847. (4) The peptide sequence is FTATSIARV. The MHC is HLA-A02:01 with pseudo-sequence HLA-A02:01. The binding affinity (normalized) is 0.602. (5) The peptide sequence is IAMESIVIW. The MHC is Mamu-A2201 with pseudo-sequence Mamu-A2201. The binding affinity (normalized) is 0.343.